From a dataset of Forward reaction prediction with 1.9M reactions from USPTO patents (1976-2016). Predict the product of the given reaction. (1) Given the reactants [C:1]([C@@H:4]1[CH2:9][C@H:8]([N:10]([C:15]([C:17]2[N:21]([CH2:22][CH2:23][CH2:24][CH2:25][O:26][CH3:27])[C:20]3[CH:28]=[CH:29][CH:30]=[CH:31][C:19]=3[N:18]=2)=[O:16])[CH2:11][CH:12]([CH3:14])[CH3:13])[CH2:7][N:6]([C:32]([O:34][C:35]([CH3:38])([CH3:37])[CH3:36])=[O:33])[CH2:5]1)(=O)[NH2:2].FC(F)(F)C(OC(=O)C(F)(F)F)=O, predict the reaction product. The product is: [C:1]([C@@H:4]1[CH2:9][C@H:8]([N:10]([C:15]([C:17]2[N:21]([CH2:22][CH2:23][CH2:24][CH2:25][O:26][CH3:27])[C:20]3[CH:28]=[CH:29][CH:30]=[CH:31][C:19]=3[N:18]=2)=[O:16])[CH2:11][CH:12]([CH3:13])[CH3:14])[CH2:7][N:6]([C:32]([O:34][C:35]([CH3:37])([CH3:36])[CH3:38])=[O:33])[CH2:5]1)#[N:2]. (2) Given the reactants [CH2:1]([O:3][C:4]1[CH:9]=[CH:8][C:7]([CH2:10][CH2:11][CH2:12][C@H:13]([C@H:17]([OH:21])[C:18]([OH:20])=[O:19])[C:14]([OH:16])=[O:15])=[CH:6][CH:5]=1)[CH3:2].CO[C:24](OC)([CH3:26])[CH3:25], predict the reaction product. The product is: [CH3:25][C:24]1([CH3:26])[O:21][C@@H:17]([C@@H:13]([CH2:12][CH2:11][CH2:10][C:7]2[CH:6]=[CH:5][C:4]([O:3][CH2:1][CH3:2])=[CH:9][CH:8]=2)[C:14]([OH:16])=[O:15])[C:18](=[O:20])[O:19]1. (3) Given the reactants [CH2:1]([O:3][C:4](=[O:24])[CH2:5][N:6]1[CH:11]=[CH:10][N:9]=[C:8]([NH:12][CH2:13][C:14]([F:22])([F:21])[C:15]2[CH:20]=[CH:19][CH:18]=[CH:17][N:16]=2)[C:7]1=[O:23])[CH3:2].[Cl:25]N1C(=O)CCC1=O, predict the reaction product. The product is: [CH2:1]([O:3][C:4](=[O:24])[CH2:5][N:6]1[C:11]([Cl:25])=[CH:10][N:9]=[C:8]([NH:12][CH2:13][C:14]([F:21])([F:22])[C:15]2[CH:20]=[CH:19][CH:18]=[CH:17][N:16]=2)[C:7]1=[O:23])[CH3:2]. (4) Given the reactants [CH3:1][C:2]1[N:3]=[C:4]([CH2:10][CH2:11][C:12]2[C:13]([C:17]3[CH:22]=[CH:21][CH:20]=[CH:19][N:18]=3)=[N:14][O:15][CH:16]=2)[S:5][C:6]=1[C:7]([OH:9])=O.[F:23][C:24]([F:28])([F:27])[CH2:25][NH2:26], predict the reaction product. The product is: [F:23][C:24]([F:28])([F:27])[CH2:25][NH:26][C:7]([C:6]1[S:5][C:4]([CH2:10][CH2:11][C:12]2[C:13]([C:17]3[CH:22]=[CH:21][CH:20]=[CH:19][N:18]=3)=[N:14][O:15][CH:16]=2)=[N:3][C:2]=1[CH3:1])=[O:9]. (5) Given the reactants [Cl:1][C:2]1[CH:7]=[CH:6][C:5]([C:8]2[CH:13]=[N:12][C:11](I)=[CH:10][N:9]=2)=[C:4]([CH3:15])[CH:3]=1.[CH3:16][Si:17]([C:20]#[CH:21])([CH3:19])[CH3:18], predict the reaction product. The product is: [Cl:1][C:2]1[CH:7]=[CH:6][C:5]([C:8]2[CH:13]=[N:12][C:11]([C:21]#[C:20][Si:17]([CH3:19])([CH3:18])[CH3:16])=[CH:10][N:9]=2)=[C:4]([CH3:15])[CH:3]=1. (6) Given the reactants O1CCC[CH2:2]1.[F:6][C:7]([F:34])([F:33])[C:8]1[CH:32]=[CH:31][CH:30]=[CH:29][C:9]=1[O:10][CH2:11][C:12]([N:14]1[CH2:19][CH2:18][C:17]2([C:27]3[C:22](=[CH:23][CH:24]=[CH:25][CH:26]=3)[NH:21][C:20]2=[O:28])[CH2:16][CH2:15]1)=[O:13].[H-].[Na+].CI, predict the reaction product. The product is: [CH3:2][N:21]1[C:22]2[C:27](=[CH:26][CH:25]=[CH:24][CH:23]=2)[C:17]2([CH2:16][CH2:15][N:14]([C:12](=[O:13])[CH2:11][O:10][C:9]3[CH:29]=[CH:30][CH:31]=[CH:32][C:8]=3[C:7]([F:33])([F:6])[F:34])[CH2:19][CH2:18]2)[C:20]1=[O:28]. (7) Given the reactants CC1(C)[O:6][C@@H:5]([CH2:7][O:8][NH:9][C:10]([C:12]2[O:20][C:19]3[CH:18]=[CH:17][N:16]=[CH:15][C:14]=3[C:13]=2[NH:21][C:22]2[C:27]([F:28])=[CH:26][C:25]([I:29])=[CH:24][C:23]=2[F:30])=[O:11])[CH2:4][O:3]1, predict the reaction product. The product is: [OH:6][C@H:5]([CH2:4][OH:3])[CH2:7][O:8][NH:9][C:10]([C:12]1[O:20][C:19]2[CH:18]=[CH:17][N:16]=[CH:15][C:14]=2[C:13]=1[NH:21][C:22]1[C:23]([F:30])=[CH:24][C:25]([I:29])=[CH:26][C:27]=1[F:28])=[O:11]. (8) The product is: [Br:1][C:2]1[C:6]2=[N:7][CH:8]=[CH:9][C:10]([O:11][CH:12]([CH3:13])[CH3:14])=[C:5]2[S:4][C:3]=1[NH:39][C:31](=[O:30])[O:50][C:46]([CH3:49])([CH3:48])[CH3:47]. Given the reactants [Br:1][C:2]1[C:6]2=[N:7][CH:8]=[CH:9][C:10]([O:11][CH:12]([CH3:14])[CH3:13])=[C:5]2[S:4][C:3]=1C(O)=O.C1C=CC(OP([O:30][C:31]2C=CC=CC=2)(N=[N+]=[N-])=O)=CC=1.CC[N:39](C(C)C)C(C)C.[C:46]([OH:50])([CH3:49])([CH3:48])[CH3:47], predict the reaction product. (9) Given the reactants Cl[CH2:2][C:3]1[CH:22]=[CH:21][C:6]([O:7][CH2:8][C:9]2[N:10]=[C:11]([C:15]3[CH:20]=[CH:19][CH:18]=[CH:17][CH:16]=3)[O:12][C:13]=2[CH3:14])=[CH:5][CH:4]=1.[OH:23][C:24]1[CH:29]=[CH:28][CH:27]=[CH:26][C:25]=1[CH2:30][C:31]([O:33][CH2:34][CH3:35])=[O:32].C(=O)([O-])[O-].[K+].[K+].CN(C)C=O, predict the reaction product. The product is: [CH3:14][C:13]1[O:12][C:11]([C:15]2[CH:20]=[CH:19][CH:18]=[CH:17][CH:16]=2)=[N:10][C:9]=1[CH2:8][O:7][C:6]1[CH:21]=[CH:22][C:3]([CH2:2][O:23][C:24]2[CH:29]=[CH:28][CH:27]=[CH:26][C:25]=2[CH2:30][C:31]([O:33][CH2:34][CH3:35])=[O:32])=[CH:4][CH:5]=1.